Task: Regression. Given a peptide amino acid sequence and an MHC pseudo amino acid sequence, predict their binding affinity value. This is MHC class I binding data.. Dataset: Peptide-MHC class I binding affinity with 185,985 pairs from IEDB/IMGT (1) The MHC is HLA-A24:02 with pseudo-sequence HLA-A24:02. The peptide sequence is RYNLPTMCDI. The binding affinity (normalized) is 0.409. (2) The binding affinity (normalized) is 0.172. The peptide sequence is SIRCVKYLL. The MHC is HLA-A02:01 with pseudo-sequence HLA-A02:01. (3) The peptide sequence is YLPPREGDL. The MHC is Mamu-A01 with pseudo-sequence Mamu-A01. The binding affinity (normalized) is 0.